Task: Predict the reactants needed to synthesize the given product.. Dataset: Full USPTO retrosynthesis dataset with 1.9M reactions from patents (1976-2016) Given the product [F:25][C:24]([F:26])([F:27])[C:16]1[CH:15]=[C:14]([NH:13][C:11](=[O:12])[C:10]2[CH:28]=[C:29]([C:32]3[N:36]=[C:37]4[CH:42]=[CH:41][CH:40]=[CH:39][N:38]4[CH:33]=3)[CH:30]=[CH:31][C:9]=2[OH:8])[CH:19]=[C:18]([C:20]([F:23])([F:22])[F:21])[CH:17]=1, predict the reactants needed to synthesize it. The reactants are: C([O:8][C:9]1[CH:31]=[CH:30][C:29]([C:32](=O)[CH2:33]Br)=[CH:28][C:10]=1[C:11]([NH:13][C:14]1[CH:19]=[C:18]([C:20]([F:23])([F:22])[F:21])[CH:17]=[C:16]([C:24]([F:27])([F:26])[F:25])[CH:15]=1)=[O:12])C1C=CC=CC=1.[NH2:36][C:37]1[CH:42]=[CH:41][CH:40]=[CH:39][N:38]=1.C(=O)([O-])O.[Na+].